The task is: Predict the reactants needed to synthesize the given product.. This data is from Full USPTO retrosynthesis dataset with 1.9M reactions from patents (1976-2016). (1) Given the product [C:1]([O:5][C:6]([N:8]1[CH2:12][CH2:11][C@@H:10]([C:13](=[NH:14])[NH:16][OH:17])[CH2:9]1)=[O:7])([CH3:4])([CH3:3])[CH3:2], predict the reactants needed to synthesize it. The reactants are: [C:1]([O:5][C:6]([N:8]1[CH2:12][CH2:11][C@@H:10]([C:13]#[N:14])[CH2:9]1)=[O:7])([CH3:4])([CH3:3])[CH3:2].Cl.[NH2:16][OH:17].C([O-])(O)=O.[Na+]. (2) Given the product [N+:13]([C:10]1[CH:9]=[C:6]2[C:5](=[CH:12][CH:11]=1)[NH:3][N:2]=[C:7]2[NH2:8])([O-:14])=[O:1], predict the reactants needed to synthesize it. The reactants are: [OH2:1].[NH2:2][NH2:3].F[C:5]1[CH:12]=[CH:11][C:10]([N+:13]([O-])=[O:14])=[CH:9][C:6]=1[C:7]#[N:8]. (3) The reactants are: [CH3:1][N:2]([CH3:7])[CH2:3][CH2:4][NH:5][CH3:6].CS([C:11]1[N:16]=[C:15]([C:17]2[S:21][C:20]([NH2:22])=[N:19][C:18]=2[CH3:23])[CH:14]=[C:13]([CH3:24])[N:12]=1)=O. Given the product [NH2:22][C:20]1[S:21][C:17]([C:15]2[CH:14]=[C:13]([CH3:24])[N:12]=[C:11]([N:5]([CH3:6])[CH2:4][CH2:3][N:2]([CH3:7])[CH3:1])[N:16]=2)=[C:18]([CH3:23])[N:19]=1, predict the reactants needed to synthesize it. (4) Given the product [CH3:13][N:4]1[C:5]2[C:10](=[CH:9][C:8]([C:11]#[N:12])=[CH:7][CH:6]=2)[C:2]([Sn:23]([CH2:25][CH2:26][CH2:27][CH3:28])([CH2:29][CH2:30][CH2:31][CH3:32])[CH2:19][CH2:20][CH2:21][CH3:22])=[N:3]1, predict the reactants needed to synthesize it. The reactants are: I[C:2]1[C:10]2[C:5](=[CH:6][CH:7]=[C:8]([C:11]#[N:12])[CH:9]=2)[N:4]([CH3:13])[N:3]=1.C([Mg]Cl)(C)C.[CH2:19]([Sn:23]([CH2:29][CH2:30][CH2:31][CH3:32])([CH2:25][CH2:26][CH2:27][CH3:28])Cl)[CH2:20][CH2:21][CH3:22]. (5) Given the product [F:27][C:24]1[CH:23]=[CH:22][C:21]([CH2:20][C:11]2([CH2:14][N:15]3[CH:19]=[CH:18][N:17]=[CH:16]3)[CH2:10][CH2:9][NH:8][CH2:13][CH2:12]2)=[CH:26][CH:25]=1, predict the reactants needed to synthesize it. The reactants are: C(OC([N:8]1[CH2:13][CH2:12][C:11]([CH2:20][C:21]2[CH:26]=[CH:25][C:24]([F:27])=[CH:23][CH:22]=2)([CH2:14][N:15]2[CH:19]=[CH:18][N:17]=[CH:16]2)[CH2:10][CH2:9]1)=O)(C)(C)C.FC(F)(F)C(O)=O. (6) Given the product [CH3:1][O:2][C:3]([C:4]1[CH:5]=[C:6]([C:7]2[CH:12]=[CH:11][N:10]=[CH:9][CH:8]=2)[N:23]([C:19]2[CH:20]=[CH:21][CH:22]=[C:17]([F:16])[CH:18]=2)[N:24]=1)=[O:15], predict the reactants needed to synthesize it. The reactants are: [CH3:1][O:2][C:3](=[O:15])/[C:4](/O)=[CH:5]/[C:6](=O)[C:7]1[CH:12]=[CH:11][N:10]=[CH:9][CH:8]=1.[F:16][C:17]1[CH:18]=[C:19]([NH:23][NH2:24])[CH:20]=[CH:21][CH:22]=1. (7) The reactants are: Br[C:2]1[C:3](=[O:17])[N:4]([CH2:9][O:10][CH2:11][CH2:12][Si:13]([CH3:16])([CH3:15])[CH3:14])[N:5]=[C:6]([Cl:8])[CH:7]=1.[CH:18]1([C:21]2[NH:25][N:24]=[C:23]([NH2:26])[CH:22]=2)[CH2:20][CH2:19]1.C(=O)([O-])[O-].[Cs+].[Cs+].C1(P(C2C=CC=CC=2)C2C3OC4C(=CC=CC=4P(C4C=CC=CC=4)C4C=CC=CC=4)C(C)(C)C=3C=CC=2)C=CC=CC=1. Given the product [Cl:8][C:6]1[CH:7]=[C:2]([NH:26][C:23]2[CH:22]=[C:21]([CH:18]3[CH2:20][CH2:19]3)[NH:25][N:24]=2)[C:3](=[O:17])[N:4]([CH2:9][O:10][CH2:11][CH2:12][Si:13]([CH3:16])([CH3:15])[CH3:14])[N:5]=1, predict the reactants needed to synthesize it.